From a dataset of Experimentally validated miRNA-target interactions with 360,000+ pairs, plus equal number of negative samples. Binary Classification. Given a miRNA mature sequence and a target amino acid sequence, predict their likelihood of interaction. The miRNA is hsa-miR-6747-3p with sequence UCCUGCCUUCCUCUGCACCAG. The protein sequence of the target gene is MRRGWKMALSGGLRCCRRVLSWVPVLVIVLVVLWSYYAYVFELCLVTVLSPAEKVIYLILYHAIFVFFTWTYWKSIFTLPQQPNQKFHLSYTDKERYENEERPEVQKQMLVDMAKKLPVYTRTGSGAVRFCDRCHLIKPDRCHHCSVCAMCVLKMDHHCPWVNNCIGFSNYKFFLQFLAYSVLYCLYIATTVFSYFIKYWRGELPSVRSKFHVLFLLFVACMFFVSLVILFGYHCWLVSRNKTTLEAFCTPVFTSGPEKNGFNLGFIKNIQQVFGDKKKFWLIPIGSSPGDGHSFPMRSM.... Result: 1 (interaction).